From a dataset of Forward reaction prediction with 1.9M reactions from USPTO patents (1976-2016). Predict the product of the given reaction. Given the reactants [C:1]([O:5][C:6](=[O:31])[N:7]([C@H:9]([C:11](=[O:30])[NH:12][C@H:13]([C:17]([N:19]1[C:23]2=[N:24][CH:25]=[CH:26][CH:27]=[C:22]2[CH2:21][CH:20]1[CH2:28][OH:29])=[O:18])[CH:14]([CH3:16])[CH3:15])[CH3:10])[CH3:8])([CH3:4])([CH3:3])[CH3:2].C(N(CC)CC)C.[S:39](Cl)([C:42]1[CH:48]=[CH:47][C:45]([CH3:46])=[CH:44][CH:43]=1)(=[O:41])=[O:40], predict the reaction product. The product is: [C:1]([O:5][C:6]([N:7]([CH3:8])[C@@H:9]([CH3:10])[C:11]([NH:12][C@@H:13]([CH:14]([CH3:16])[CH3:15])[C:17]([N:19]1[C:23]2=[N:24][CH:25]=[CH:26][CH:27]=[C:22]2[CH2:21][C@H:20]1[CH2:28][O:29][S:39]([C:42]1[CH:48]=[CH:47][C:45]([CH3:46])=[CH:44][CH:43]=1)(=[O:41])=[O:40])=[O:18])=[O:30])=[O:31])([CH3:2])([CH3:4])[CH3:3].[C:1]([O:5][C:6]([N:7]([CH3:8])[C@@H:9]([CH3:10])[C:11]([NH:12][C@@H:13]([CH:14]([CH3:16])[CH3:15])[C:17]([N:19]1[C:23]2=[N:24][CH:25]=[CH:26][CH:27]=[C:22]2[CH2:21][C@@H:20]1[CH2:28][O:29][S:39]([C:42]1[CH:48]=[CH:47][C:45]([CH3:46])=[CH:44][CH:43]=1)(=[O:41])=[O:40])=[O:18])=[O:30])=[O:31])([CH3:2])([CH3:4])[CH3:3].